Predict which catalyst facilitates the given reaction. From a dataset of Catalyst prediction with 721,799 reactions and 888 catalyst types from USPTO. Reactant: [N:1]1[C:10]2[C:5](=[CH:6][CH:7]=[CH:8][CH:9]=2)[CH:4]=[CH:3][C:2]=1[CH2:11][C:12]#[N:13].[H-].[Na+].Cl[C:17]1[CH:26]=[CH:25][C:24]2[C:19](=[CH:20][CH:21]=[CH:22][CH:23]=2)[N:18]=1. Product: [N:1]1[C:10]2[C:5](=[CH:6][CH:7]=[CH:8][CH:9]=2)[CH:4]=[CH:3][C:2]=1[CH:11]([C:17]1[CH:26]=[CH:25][C:24]2[C:19](=[CH:20][CH:21]=[CH:22][CH:23]=2)[N:18]=1)[C:12]#[N:13]. The catalyst class is: 11.